This data is from Peptide-MHC class I binding affinity with 185,985 pairs from IEDB/IMGT. The task is: Regression. Given a peptide amino acid sequence and an MHC pseudo amino acid sequence, predict their binding affinity value. This is MHC class I binding data. (1) The binding affinity (normalized) is 0.0847. The MHC is HLA-A31:01 with pseudo-sequence HLA-A31:01. The peptide sequence is DIVRVFNEY. (2) The binding affinity (normalized) is 1.00. The peptide sequence is EMADYIFFV. The MHC is HLA-A02:50 with pseudo-sequence HLA-A02:50. (3) The peptide sequence is KSLFNTIAVLY. The MHC is HLA-B15:17 with pseudo-sequence HLA-B15:17. The binding affinity (normalized) is 0.714. (4) The binding affinity (normalized) is 0.151. The MHC is HLA-A02:03 with pseudo-sequence HLA-A02:03. The peptide sequence is MAFILGIII. (5) The MHC is HLA-A11:01 with pseudo-sequence HLA-A11:01. The binding affinity (normalized) is 0.482. The peptide sequence is VTLFYCDER. (6) The peptide sequence is YIKARAACR. The MHC is Patr-A0101 with pseudo-sequence Patr-A0101. The binding affinity (normalized) is 0.525. (7) The peptide sequence is CTIVDSMII. The MHC is HLA-A02:03 with pseudo-sequence HLA-A02:03. The binding affinity (normalized) is 0.308.